Predict the product of the given reaction. From a dataset of Forward reaction prediction with 1.9M reactions from USPTO patents (1976-2016). (1) Given the reactants [Br:1][C:2]1[CH:7]=[CH:6][CH:5]=[CH:4][C:3]=1[Br:8].[C:9]1(=O)[O:14][C:12](=[O:13])[C:11]2=[CH:15][CH:16]=[CH:17][CH:18]=[C:10]12.[Cl-].[Al+3].[Cl-].[Cl-].Cl, predict the reaction product. The product is: [Br:1][C:2]1[C:3]([Br:8])=[CH:4][C:5]2[C:12](=[O:13])[C:11]3[C:10](=[CH:18][CH:17]=[CH:16][CH:15]=3)[C:9](=[O:14])[C:6]=2[CH:7]=1. (2) Given the reactants [Fe:1](Cl)(Cl)Cl.[Fe].[CH3:6][S:7]([C:10]1[CH:11]=[CH:12][C:13]([C:19]([CH:21]2[C:27](=[O:28])[CH2:26][CH2:25][CH2:24][C:22]2=[O:23])=[O:20])=[C:14]([N+:16]([O-:18])=[O:17])[CH:15]=1)(=[O:9])=[O:8], predict the reaction product. The product is: [CH3:6][S:7]([C:10]1[CH:11]=[CH:12][C:13]([C:19]([CH:21]2[C:22](=[O:23])[CH2:24][CH2:25][CH2:26][C:27]2=[O:28])=[O:20])=[C:14]([N+:16]([O-:18])=[O:17])[CH:15]=1)(=[O:9])=[O:8].[Fe:1]. (3) The product is: [F:3][C:4]1[CH:9]=[CH:8][C:7]([C:10]2[C:15]([N:16]3[CH2:21][CH2:20][N:19]([C:31]([N:44]4[CH2:48][CH2:47][CH2:46][C@@H:45]4[C:49]#[N:50])=[O:42])[CH2:18][CH2:17]3)=[CH:14][N:13]=[CH:12][N:11]=2)=[CH:6][CH:5]=1. Given the reactants Cl.Cl.[F:3][C:4]1[CH:9]=[CH:8][C:7]([C:10]2[C:15]([N:16]3[CH2:21][CH2:20][NH:19][CH2:18][CH2:17]3)=[CH:14][N:13]=[CH:12][N:11]=2)=[CH:6][CH:5]=1.CCN(C(C)C)C(C)C.[C:31](=[O:42])(OC(Cl)(Cl)Cl)OC(Cl)(Cl)Cl.Cl.[NH:44]1[CH2:48][CH2:47][CH2:46][C@@H:45]1[C:49]#[N:50], predict the reaction product. (4) The product is: [Br:34][C:4]1[CH:3]=[N:2][N:1]([C:6]2[CH:7]=[N:8][CH:9]=[CH:10][CH:11]=2)[CH:5]=1. Given the reactants [N:1]1([C:6]2[CH:7]=[N:8][CH:9]=[CH:10][CH:11]=2)[CH:5]=[CH:4][CH:3]=[N:2]1.[N+]([O-])([O-])=O.[Ce+4].[NH4+].[N+]([O-])([O-])=O.[N+]([O-])([O-])=O.[N+]([O-])([O-])=O.[N+]([O-])([O-])=O.[Br:34]N1C(=O)CCC1=O.C(OCC)(=O)C, predict the reaction product. (5) Given the reactants ClC1C=CC(OCC2C=CC=CC=2)=C(CC2S[CH:11]=[C:12]([C:14]([O:16][CH2:17][CH3:18])=[O:15])N=2)C=1.[Cl:27][C:28]1[CH:29]=[CH:30][C:31]([O:40][CH2:41][CH:42]([CH3:44])[CH3:43])=[C:32]([C:34]([F:39])([F:38])[C:35](=[S:37])[NH2:36])[CH:33]=1, predict the reaction product. The product is: [Cl:27][C:28]1[CH:29]=[CH:30][C:31]([O:40][CH2:41][CH:42]([CH3:44])[CH3:43])=[C:32]([C:34]([F:38])([F:39])[C:35]2[S:37][CH:11]=[C:12]([C:14]([O:16][CH2:17][CH3:18])=[O:15])[N:36]=2)[CH:33]=1. (6) Given the reactants [C:1]([C:3]1[C:4]2[N:13]([CH:14]3[CH2:18][CH2:17][CH2:16][CH2:15]3)[CH:12]=[C:11]([NH:19][C:20]3[CH:21]=[C:22]([CH:26]=[CH:27][CH:28]=3)[C:23]([OH:25])=O)[C:5]=2[C:6]([O:9][CH3:10])=[N:7][CH:8]=1)#[N:2].CC[N:31]=C=NCCCN(C)C.Cl.O, predict the reaction product. The product is: [C:1]([C:3]1[C:4]2[N:13]([CH:14]3[CH2:18][CH2:17][CH2:16][CH2:15]3)[CH:12]=[C:11]([NH:19][C:20]3[CH:21]=[C:22]([CH:26]=[CH:27][CH:28]=3)[C:23]([NH2:31])=[O:25])[C:5]=2[C:6]([O:9][CH3:10])=[N:7][CH:8]=1)#[N:2]. (7) Given the reactants [CH:1]1([C:4]2[CH:5]=[C:6]([F:27])[C:7]3[NH:11][C:10](=[O:12])[N:9]([CH:13]4[CH2:18][CH2:17][N:16](C(OC(C)(C)C)=O)[CH2:15][CH2:14]4)[C:8]=3[CH:26]=2)[CH2:3][CH2:2]1.[ClH:28], predict the reaction product. The product is: [ClH:28].[CH:1]1([C:4]2[CH:5]=[C:6]([F:27])[C:7]3[NH:11][C:10](=[O:12])[N:9]([CH:13]4[CH2:14][CH2:15][NH:16][CH2:17][CH2:18]4)[C:8]=3[CH:26]=2)[CH2:2][CH2:3]1. (8) Given the reactants Cl.[Cl:2][C:3]1[N:4]([C:12]2[CH:22]=[CH:21][C:15]([O:16][CH2:17][CH2:18][NH:19][CH3:20])=[CH:14][CH:13]=2)[N:5]=[C:6]2[C:11]=1[CH:10]=[CH:9][CH:8]=[CH:7]2.[C:23]([O:27][CH3:28])(=[O:26])[CH:24]=[CH2:25], predict the reaction product. The product is: [CH3:28][O:27][C:23](=[O:26])[CH2:24][CH2:25][N:19]([CH2:18][CH2:17][O:16][C:15]1[CH:21]=[CH:22][C:12]([N:4]2[C:3]([Cl:2])=[C:11]3[C:6]([CH:7]=[CH:8][CH:9]=[CH:10]3)=[N:5]2)=[CH:13][CH:14]=1)[CH3:20]. (9) Given the reactants [CH3:1][S:2][C:3]1[N:4]=[CH:5][C:6]2[CH:12]=[C:11]([C:13]([OH:15])=O)[C:10](=[O:16])[NH:9][C:7]=2[N:8]=1.[CH3:17][O:18][C:19](=[O:28])[C:20]1[CH:25]=[CH:24][C:23]([Cl:26])=[C:22]([NH2:27])[CH:21]=1.C(N(CC)CC)C.CN(C(ON1N=NC2C=CC=NC1=2)=[N+](C)C)C.F[P-](F)(F)(F)(F)F, predict the reaction product. The product is: [CH3:17][O:18][C:19](=[O:28])[C:20]1[CH:25]=[CH:24][C:23]([Cl:26])=[C:22]([NH:27][C:13]([C:11]2[C:10](=[O:16])[NH:9][C:7]3[N:8]=[C:3]([S:2][CH3:1])[N:4]=[CH:5][C:6]=3[CH:12]=2)=[O:15])[CH:21]=1.